Dataset: Full USPTO retrosynthesis dataset with 1.9M reactions from patents (1976-2016). Task: Predict the reactants needed to synthesize the given product. The reactants are: [CH2:1]([O:3][C:4]([C:6]1[NH:7][CH:8]=[C:9]2[CH:18]([C:19]3[O:20][C:21]([S:24][C:25]4[NH:29][C:28]5[CH:30]=[CH:31][C:32]([F:34])=[CH:33][C:27]=5[N:26]=4)=[CH:22][CH:23]=3)[C:17]3[C:16](=[O:35])[CH2:15][N:14](OC(C)(C)C)[CH2:13][C:12]=3[NH:11][C:10]=12)=[O:5])[CH3:2].[ClH:41]. Given the product [ClH:41].[CH2:1]([O:3][C:4]([C:6]1[NH:7][CH:8]=[C:9]2[CH:18]([C:19]3[O:20][C:21]([S:24][C:25]4[NH:29][C:28]5[CH:30]=[CH:31][C:32]([F:34])=[CH:33][C:27]=5[N:26]=4)=[CH:22][CH:23]=3)[C:17]3[C:16](=[O:35])[CH2:15][NH:14][CH2:13][C:12]=3[NH:11][C:10]=12)=[O:5])[CH3:2], predict the reactants needed to synthesize it.